The task is: Regression. Given a peptide amino acid sequence and an MHC pseudo amino acid sequence, predict their binding affinity value. This is MHC class I binding data.. This data is from Peptide-MHC class I binding affinity with 185,985 pairs from IEDB/IMGT. (1) The peptide sequence is YHSQGSWYK. The MHC is HLA-A68:02 with pseudo-sequence HLA-A68:02. The binding affinity (normalized) is 0.0847. (2) The peptide sequence is TCDWTNAGDY. The MHC is HLA-A24:02 with pseudo-sequence HLA-A24:02. The binding affinity (normalized) is 0.